Dataset: Catalyst prediction with 721,799 reactions and 888 catalyst types from USPTO. Task: Predict which catalyst facilitates the given reaction. Reactant: [C:1]([CH2:5][C:6](Cl)=[O:7])([CH3:4])([CH3:3])[CH3:2].[NH2:9][C:10]1[CH:15]=[C:14]([Br:16])[CH:13]=[CH:12][C:11]=1[OH:17].C(N(CC)CC)C. Product: [OH:17][C:11]1[CH:12]=[CH:13][C:14]([Br:16])=[CH:15][C:10]=1[NH:9][C:6](=[O:7])[CH2:5][C:1]([CH3:4])([CH3:3])[CH3:2]. The catalyst class is: 27.